Dataset: M1 muscarinic receptor agonist screen with 61,833 compounds. Task: Binary Classification. Given a drug SMILES string, predict its activity (active/inactive) in a high-throughput screening assay against a specified biological target. The result is 1 (active). The molecule is o1c(C(N(c2cc3OCOc3cc2)C(=O)Cn2nnc3c2cccc3)C(=O)NC(CC)(C)C)ccc1.